From a dataset of Forward reaction prediction with 1.9M reactions from USPTO patents (1976-2016). Predict the product of the given reaction. (1) Given the reactants C[Si]([N-][Si](C)(C)C)(C)C.[Na+].[F:11][C:12]1[CH:17]=[CH:16][C:15]([CH2:18][C:19]([OH:21])=[O:20])=[CH:14][CH:13]=1.[Cl:22][CH2:23][CH2:24][CH2:25][CH2:26]I, predict the reaction product. The product is: [Cl:22][CH2:23][CH2:24][CH2:25][CH2:26][CH:18]([C:15]1[CH:14]=[CH:13][C:12]([F:11])=[CH:17][CH:16]=1)[C:19]([OH:21])=[O:20]. (2) Given the reactants [CH3:1][O:2][C:3]1[CH:8]=[CH:7][C:6]([C:9]#[C:10][C:11]2[CH:18]=[CH:17][C:14]([CH:15]=O)=[CH:13][CH:12]=2)=[CH:5][CH:4]=1.[NH2:19][C:20]1[CH:21]=[CH:22][C:23]2[C:28](=[O:29])[O:27][C:26]([CH3:31])([CH3:30])[O:25][C:24]=2[CH:32]=1, predict the reaction product. The product is: [CH3:1][O:2][C:3]1[CH:8]=[CH:7][C:6]([C:9]#[C:10][C:11]2[CH:18]=[CH:17][C:14]([CH2:15][NH:19][C:20]3[CH:21]=[CH:22][C:23]4[C:28](=[O:29])[O:27][C:26]([CH3:30])([CH3:31])[O:25][C:24]=4[CH:32]=3)=[CH:13][CH:12]=2)=[CH:5][CH:4]=1. (3) Given the reactants [O:1]1[CH2:6][CH2:5][N:4]([CH2:7][CH2:8][NH2:9])[CH2:3][CH2:2]1.CO[C:12](=[O:21])[C:13]1[CH:18]=[CH:17][CH:16]=[C:15]([CH2:19]Br)[CH:14]=1.[Cl:22][C:23]1[CH:28]=[CH:27][C:26]([C@@H:29]2[C@:31]3([C:39]4[C:34](=[CH:35][CH:36]=[CH:37][CH:38]=4)[NH:33][C:32]3=[O:40])[CH2:30]2)=[CH:25][CH:24]=1, predict the reaction product. The product is: [Cl:22][C:23]1[CH:24]=[CH:25][C:26]([C@@H:29]2[C@:31]3([C:39]4[C:34](=[CH:35][CH:36]=[CH:37][CH:38]=4)[N:33]([CH2:19][C:15]4[CH:14]=[C:13]([CH:18]=[CH:17][CH:16]=4)[C:12]([NH:9][CH2:8][CH2:7][N:4]4[CH2:5][CH2:6][O:1][CH2:2][CH2:3]4)=[O:21])[C:32]3=[O:40])[CH2:30]2)=[CH:27][CH:28]=1. (4) Given the reactants C([O-])([O-])=O.[Cs+].[Cs+].[C:7]([OH:19])(=[O:18])[CH2:8][C:9]1[CH:17]=[CH:16][C:14]([OH:15])=[C:11]([O:12][CH3:13])[CH:10]=1.[CH:20]1[CH:25]=[CH:24][C:23]([CH2:26]Br)=[CH:22][CH:21]=1, predict the reaction product. The product is: [CH2:26]([O:15][C:14]1[CH:16]=[CH:17][C:9]([CH2:8][C:7]([O:19][CH2:8][C:9]2[CH:17]=[CH:16][CH:14]=[CH:11][CH:10]=2)=[O:18])=[CH:10][C:11]=1[O:12][CH3:13])[C:23]1[CH:24]=[CH:25][CH:20]=[CH:21][CH:22]=1. (5) Given the reactants C[O:2][C:3](=O)[CH:4]([CH3:18])[CH2:5][NH:6][C:7]1[C:12]([N+:13]([O-])=O)=[CH:11][CH:10]=[C:9]([O:16][CH3:17])[N:8]=1.C(O)(=O)C.C(=O)([O-])O.[Na+], predict the reaction product. The product is: [CH3:17][O:16][C:9]1[CH:10]=[CH:11][C:12]2[NH:13][C:3](=[O:2])[CH:4]([CH3:18])[CH2:5][NH:6][C:7]=2[N:8]=1. (6) Given the reactants [C:1]([O:5][C:6]([NH:8][C@@H:9]([CH2:12][CH:13]1[CH2:18][CH2:17][CH2:16][CH2:15][CH2:14]1)[CH:10]=O)=[O:7])([CH3:4])([CH3:3])[CH3:2].[CH2:19]([NH2:21])[CH3:20], predict the reaction product. The product is: [CH2:19]([N:21]([CH2:10][CH:9]([NH:8][C:6]([O:5][C:1]([CH3:2])([CH3:4])[CH3:3])=[O:7])[CH2:12][CH:13]1[CH2:18][CH2:17][CH2:16][CH2:15][CH2:14]1)[CH2:10][CH:9]([NH:8][C:6]([O:5][C:1]([CH3:4])([CH3:3])[CH3:2])=[O:7])[CH2:12][CH:13]1[CH2:18][CH2:17][CH2:16][CH2:15][CH2:14]1)[CH3:20]. (7) The product is: [C:16]([CH2:17]/[C:10](=[CH:9]\[C:8]1[CH:7]=[CH:6][CH:5]=[CH:15][CH:14]=1)/[C:11]([OH:13])=[O:12])([OH:20])=[O:26]. Given the reactants C([C:5]1[CH:15]=[CH:14][C:8](/[CH:9]=[CH:10]/[C:11]([OH:13])=[O:12])=[CH:7][CH:6]=1)(OC)=O.[C:16](Cl)(=[O:20])[C:17](Cl)=O.CN(C=[O:26])C, predict the reaction product. (8) Given the reactants [Cl:1][C:2]1[C:11]2[CH2:10][N:9]([C@H:12]([CH:16]([CH3:18])[CH3:17])[C:13](O)=[O:14])[C:8](=[O:19])[C:7]3=[CH:20][NH:21][C:5]([C:6]=23)=[N:4][CH:3]=1.[NH:22]1[CH2:26][CH2:25][CH:24]([C:27]#[N:28])[CH2:23]1.CN(C(ON1N=NC2C=CC=NC1=2)=[N+](C)C)C.F[P-](F)(F)(F)(F)F, predict the reaction product. The product is: [Cl:1][C:2]1[C:11]2[CH2:10][N:9]([C@H:12]([CH:16]([CH3:17])[CH3:18])[C:13]([N:22]3[CH2:26][CH2:25][CH:24]([C:27]#[N:28])[CH2:23]3)=[O:14])[C:8](=[O:19])[C:7]3=[CH:20][NH:21][C:5]([C:6]=23)=[N:4][CH:3]=1.